This data is from Catalyst prediction with 721,799 reactions and 888 catalyst types from USPTO. The task is: Predict which catalyst facilitates the given reaction. (1) Reactant: [CH3:1][C:2]([C:4]1[C:9]([F:10])=[CH:8][C:7](Cl)=[C:6]([F:12])[CH:5]=1)=[O:3].[B:13]1([B:13]2[O:17][C:16]([CH3:19])([CH3:18])[C:15]([CH3:21])([CH3:20])[O:14]2)[O:17][C:16]([CH3:19])([CH3:18])[C:15]([CH3:21])([CH3:20])[O:14]1.C([O-])(=O)C.[K+].C(=O)(O)[O-].[Na+]. Product: [F:10][C:9]1[CH:8]=[C:7]([B:13]2[O:17][C:16]([CH3:19])([CH3:18])[C:15]([CH3:21])([CH3:20])[O:14]2)[C:6]([F:12])=[CH:5][C:4]=1[C:2](=[O:3])[CH3:1]. The catalyst class is: 62. (2) The catalyst class is: 5. Product: [F:1][C:2]1([F:22])[CH2:7][CH2:6][CH2:5][CH:4]([C:8]2[CH:13]=[CH:12][C:11]([OH:14])=[CH:10][C:9]=2[OH:18])[CH2:3]1. Reactant: [F:1][C:2]1([F:22])[CH2:7][CH2:6][CH2:5][CH:4]([C:8]2[CH:13]=[CH:12][C:11]([O:14]COC)=[CH:10][C:9]=2[O:18]COC)[CH2:3]1. (3) Reactant: Br[C:2]1[CH:3]=[C:4]([CH:14]=[C:15]([O:17][C:18]2[CH:23]=[CH:22][C:21]([C:24]([F:27])([F:26])[F:25])=[CH:20][N:19]=2)[CH:16]=1)[CH2:5][P:6](=[O:13])([O:10][CH2:11][CH3:12])[O:7][CH2:8][CH3:9].[CH:28]1(B(O)O)[CH2:30][CH2:29]1.P([O-])([O-])([O-])=O.[K+].[K+].[K+]. The catalyst class is: 1. Product: [CH:28]1([C:2]2[CH:3]=[C:4]([CH:14]=[C:15]([O:17][C:18]3[CH:23]=[CH:22][C:21]([C:24]([F:27])([F:26])[F:25])=[CH:20][N:19]=3)[CH:16]=2)[CH2:5][P:6](=[O:13])([O:10][CH2:11][CH3:12])[O:7][CH2:8][CH3:9])[CH2:30][CH2:29]1. (4) Product: [CH3:18][C:9]1[C:10]([C:11]2[CH:12]=[CH:13][C:14]([CH3:17])=[CH:15][CH:16]=2)=[C:6]([C:4]([OH:5])=[O:3])[N:7]([CH2:19][C:20]2[CH:21]=[CH:22][C:23]([CH3:26])=[CH:24][CH:25]=2)[CH:8]=1. Reactant: C([O:3][C:4]([C:6]1[N:7]([CH2:19][C:20]2[CH:25]=[CH:24][C:23]([CH3:26])=[CH:22][CH:21]=2)[CH:8]=[C:9]([CH3:18])[C:10]=1[C:11]1[CH:16]=[CH:15][C:14]([CH3:17])=[CH:13][CH:12]=1)=[O:5])C.[OH-].[Na+]. The catalyst class is: 24. (5) Reactant: C[O:2][C:3]([C:5]1[CH:10]=[CH:9][C:8]([C:11]([NH:13][CH2:14][CH:15]2[CH2:20][CH2:19][N:18]([C:21]3[N:26]=[C:25]([C:27]([F:30])([F:29])[F:28])[CH:24]=[CH:23][N:22]=3)[CH2:17][CH2:16]2)=[O:12])=[CH:7][N:6]=1)=[O:4].O.[OH-].[Li+]. Product: [F:30][C:27]([F:28])([F:29])[C:25]1[CH:24]=[CH:23][N:22]=[C:21]([N:18]2[CH2:17][CH2:16][CH:15]([CH2:14][NH:13][C:11]([C:8]3[CH:9]=[CH:10][C:5]([C:3]([OH:4])=[O:2])=[N:6][CH:7]=3)=[O:12])[CH2:20][CH2:19]2)[N:26]=1. The catalyst class is: 83.